From a dataset of NCI-60 drug combinations with 297,098 pairs across 59 cell lines. Regression. Given two drug SMILES strings and cell line genomic features, predict the synergy score measuring deviation from expected non-interaction effect. Drug 1: C1=C(C(=O)NC(=O)N1)F. Drug 2: CC1=C(C(=O)C2=C(C1=O)N3CC4C(C3(C2COC(=O)N)OC)N4)N. Cell line: MALME-3M. Synergy scores: CSS=44.0, Synergy_ZIP=1.23, Synergy_Bliss=3.29, Synergy_Loewe=6.73, Synergy_HSA=8.79.